From a dataset of NCI-60 drug combinations with 297,098 pairs across 59 cell lines. Regression. Given two drug SMILES strings and cell line genomic features, predict the synergy score measuring deviation from expected non-interaction effect. (1) Drug 1: CC1=C(C(CCC1)(C)C)C=CC(=CC=CC(=CC(=O)O)C)C. Drug 2: CC=C1C(=O)NC(C(=O)OC2CC(=O)NC(C(=O)NC(CSSCCC=C2)C(=O)N1)C(C)C)C(C)C. Cell line: SR. Synergy scores: CSS=52.4, Synergy_ZIP=0.505, Synergy_Bliss=1.33, Synergy_Loewe=-43.9, Synergy_HSA=-0.928. (2) Drug 1: CNC(=O)C1=NC=CC(=C1)OC2=CC=C(C=C2)NC(=O)NC3=CC(=C(C=C3)Cl)C(F)(F)F. Drug 2: CC1C(C(CC(O1)OC2CC(CC3=C2C(=C4C(=C3O)C(=O)C5=CC=CC=C5C4=O)O)(C(=O)C)O)N)O. Cell line: MCF7. Synergy scores: CSS=47.1, Synergy_ZIP=1.52, Synergy_Bliss=1.16, Synergy_Loewe=4.79, Synergy_HSA=6.15. (3) Drug 1: CC1C(C(CC(O1)OC2CC(CC3=C2C(=C4C(=C3O)C(=O)C5=C(C4=O)C(=CC=C5)OC)O)(C(=O)CO)O)N)O.Cl. Drug 2: C1CCC(CC1)NC(=O)N(CCCl)N=O. Cell line: NCI-H522. Synergy scores: CSS=20.6, Synergy_ZIP=-2.75, Synergy_Bliss=3.03, Synergy_Loewe=3.44, Synergy_HSA=3.27. (4) Drug 1: COC1=C(C=C2C(=C1)N=CN=C2NC3=CC(=C(C=C3)F)Cl)OCCCN4CCOCC4. Drug 2: C1=CC(=CC=C1C#N)C(C2=CC=C(C=C2)C#N)N3C=NC=N3. Cell line: HOP-92. Synergy scores: CSS=14.9, Synergy_ZIP=-7.72, Synergy_Bliss=-6.04, Synergy_Loewe=-5.01, Synergy_HSA=-3.30. (5) Drug 1: C1=CC(=CC=C1CCC2=CNC3=C2C(=O)NC(=N3)N)C(=O)NC(CCC(=O)O)C(=O)O. Drug 2: C(=O)(N)NO. Cell line: UO-31. Synergy scores: CSS=21.6, Synergy_ZIP=-1.29, Synergy_Bliss=-2.37, Synergy_Loewe=-10.5, Synergy_HSA=-1.08. (6) Drug 1: C1=C(C(=O)NC(=O)N1)F. Drug 2: C1CCC(C(C1)N)N.C(=O)(C(=O)[O-])[O-].[Pt+4]. Cell line: NCI-H226. Synergy scores: CSS=20.9, Synergy_ZIP=2.86, Synergy_Bliss=3.26, Synergy_Loewe=6.25, Synergy_HSA=6.72. (7) Drug 1: C1=CC(=CC=C1CC(C(=O)O)N)N(CCCl)CCCl.Cl. Drug 2: C1=NNC2=C1C(=O)NC=N2. Cell line: SN12C. Synergy scores: CSS=14.3, Synergy_ZIP=-5.57, Synergy_Bliss=-0.166, Synergy_Loewe=-23.0, Synergy_HSA=-1.39. (8) Drug 1: C1=NNC2=C1C(=O)NC=N2. Drug 2: CCC1(C2=C(COC1=O)C(=O)N3CC4=CC5=C(C=CC(=C5CN(C)C)O)N=C4C3=C2)O.Cl. Cell line: KM12. Synergy scores: CSS=22.5, Synergy_ZIP=0.252, Synergy_Bliss=0.267, Synergy_Loewe=-22.8, Synergy_HSA=-1.41. (9) Drug 1: C1=C(C(=O)NC(=O)N1)N(CCCl)CCCl. Drug 2: CC1CCC2CC(C(=CC=CC=CC(CC(C(=O)C(C(C(=CC(C(=O)CC(OC(=O)C3CCCCN3C(=O)C(=O)C1(O2)O)C(C)CC4CCC(C(C4)OC)O)C)C)O)OC)C)C)C)OC. Cell line: NCI/ADR-RES. Synergy scores: CSS=2.57, Synergy_ZIP=-5.05, Synergy_Bliss=-11.9, Synergy_Loewe=-13.2, Synergy_HSA=-11.0. (10) Drug 1: C1=C(C(=O)NC(=O)N1)F. Drug 2: C1=CN(C(=O)N=C1N)C2C(C(C(O2)CO)O)O.Cl. Cell line: MDA-MB-435. Synergy scores: CSS=35.4, Synergy_ZIP=2.97, Synergy_Bliss=4.18, Synergy_Loewe=6.28, Synergy_HSA=6.70.